This data is from Reaction yield outcomes from USPTO patents with 853,638 reactions. The task is: Predict the reaction yield, written as a fraction of the theoretical maximum amount of product (1.0 means a 100% yield; for example, 0.34 means a 34% yield). (1) The reactants are [C:1]1([CH2:7][C:8]([C:10]2[CH:11]=[N:12][CH:13]=[CH:14][CH:15]=2)=O)[CH:6]=[CH:5][CH:4]=[CH:3][CH:2]=1.[CH2:16]([O:18][C:19]1[CH:20]=[C:21]([CH:24]=[C:25]([N+:28]([O-:30])=[O:29])[C:26]=1[OH:27])[CH:22]=O)[CH3:17].[NH2:31][C:32]([NH2:34])=[O:33].Cl. The catalyst is CCO. The product is [CH2:16]([O:18][C:19]1[CH:20]=[C:21]([CH:22]2[C:7]([C:1]3[CH:6]=[CH:5][CH:4]=[CH:3][CH:2]=3)=[C:8]([C:10]3[CH:11]=[N:12][CH:13]=[CH:14][CH:15]=3)[NH:34][C:32](=[O:33])[NH:31]2)[CH:24]=[C:25]([N+:28]([O-:30])=[O:29])[C:26]=1[OH:27])[CH3:17]. The yield is 0.210. (2) The reactants are Br[C:2]1[CH:3]=[N:4][CH:5]=[C:6]([CH:24]=1)[C:7]([NH:9][C:10]1[CH:15]=[CH:14][C:13]([CH2:16][N:17]2[CH2:22][CH2:21][CH:20]([CH3:23])[CH2:19][CH2:18]2)=[CH:12][CH:11]=1)=[O:8].[C:25]1([C:31]2[CH:36]=[CH:35][N:34]=[C:33]([NH2:37])[N:32]=2)[CH:30]=[CH:29][CH:28]=[CH:27][CH:26]=1.CC1(C)C2C(=C(P(C3C=CC=CC=3)C3C=CC=CC=3)C=CC=2)OC2C(P(C3C=CC=CC=3)C3C=CC=CC=3)=CC=CC1=2. The catalyst is C1COCC1.CN(C=O)C.C1C=CC(/C=C/C(/C=C/C2C=CC=CC=2)=O)=CC=1.C1C=CC(/C=C/C(/C=C/C2C=CC=CC=2)=O)=CC=1.C1C=CC(/C=C/C(/C=C/C2C=CC=CC=2)=O)=CC=1.[Pd].[Pd]. The product is [CH3:23][CH:20]1[CH2:21][CH2:22][N:17]([CH2:16][C:13]2[CH:14]=[CH:15][C:10]([NH:9][C:7](=[O:8])[C:6]3[CH:24]=[C:2]([NH:37][C:33]4[N:32]=[C:31]([C:25]5[CH:30]=[CH:29][CH:28]=[CH:27][CH:26]=5)[CH:36]=[CH:35][N:34]=4)[CH:3]=[N:4][CH:5]=3)=[CH:11][CH:12]=2)[CH2:18][CH2:19]1. The yield is 0.380. (3) The reactants are I[C:2]1[CH:3]=[N:4][N:5]([C:7]2[CH:12]=[CH:11][C:10]([N+:13]([O-:15])=[O:14])=[CH:9][N:8]=2)[CH:6]=1.[CH:16]1(B(O)O)[CH2:18][CH2:17]1.C1(P(C2CCCCC2)C2CCCCC2)CCCCC1.P([O-])([O-])([O-])=O.[K+].[K+].[K+]. The catalyst is C([O-])(=O)C.[Pd+2].C([O-])(=O)C. The product is [CH:16]1([C:2]2[CH:3]=[N:4][N:5]([C:7]3[CH:12]=[CH:11][C:10]([N+:13]([O-:15])=[O:14])=[CH:9][N:8]=3)[CH:6]=2)[CH2:18][CH2:17]1. The yield is 0.280. (4) The yield is 0.950. The catalyst is FC(F)(F)C(O)=O. The product is [F:35][C:32]1[CH:33]=[CH:34][C:29]([C:16]2([CH2:15][O:14][CH:12]([C:10]3[C:9]4[C:5](=[CH:6][NH:7][N:8]=4)[CH:4]=[C:3]([N:2]([CH3:1])[CH3:44])[CH:11]=3)[CH3:13])[CH2:21][CH2:20][NH:19][CH2:18][CH2:17]2)=[CH:30][CH:31]=1. The reactants are [CH3:1][N:2]([CH3:44])[C:3]1[CH:11]=[C:10]([CH:12]([O:14][CH2:15][C:16]2([C:29]3[CH:34]=[CH:33][C:32]([F:35])=[CH:31][CH:30]=3)[CH2:21][CH2:20][N:19](C(OC(C)(C)C)=O)[CH2:18][CH2:17]2)[CH3:13])[C:9]2[C:5](=[CH:6][N:7](COCC[Si](C)(C)C)[N:8]=2)[CH:4]=1. (5) The reactants are C(N(CCCC)C(C1N=C(C2C=CC(C(O)=O)=CC=2C(N2CCC3C(=CC=CC=3)C2)=O)N(C)C=1)=O)CCC.[CH2:39]([N:43]([CH2:81][CH2:82][CH2:83][CH3:84])[C:44]([C:46]1[N:47]=[C:48]([C:59]2[CH:68]=[CH:67][C:62]([C:63]([O:65]C)=[O:64])=[CH:61][C:60]=2[C:69]([N:71]2[CH2:80][CH2:79][C:78]3[C:73](=[CH:74][CH:75]=[CH:76][CH:77]=3)[CH2:72]2)=[O:70])[N:49]([CH2:51][O:52][CH2:53][CH2:54][Si:55]([CH3:58])([CH3:57])[CH3:56])[CH:50]=1)=[O:45])[CH2:40][CH2:41][CH3:42]. No catalyst specified. The product is [CH2:81]([N:43]([CH2:39][CH2:40][CH2:41][CH3:42])[C:44]([C:46]1[N:47]=[C:48]([C:59]2[CH:68]=[CH:67][C:62]([C:63]([OH:65])=[O:64])=[CH:61][C:60]=2[C:69]([N:71]2[CH2:80][CH2:79][C:78]3[C:73](=[CH:74][CH:75]=[CH:76][CH:77]=3)[CH2:72]2)=[O:70])[N:49]([CH2:51][O:52][CH2:53][CH2:54][Si:55]([CH3:58])([CH3:57])[CH3:56])[CH:50]=1)=[O:45])[CH2:82][CH2:83][CH3:84]. The yield is 0.930.